Predict the reaction yield, written as a fraction of the theoretical maximum amount of product (1.0 means a 100% yield; for example, 0.34 means a 34% yield). From a dataset of Reaction yield outcomes from USPTO patents with 853,638 reactions. (1) The reactants are [CH3:1][O:2][C:3]1[CH:4]=[CH:5][CH:6]=[C:7]([OH:13])[C:8]=1[C:9]([O:11][CH3:12])=[O:10].F[C:15]1[CH:20]=[CH:19][CH:18]=[CH:17][C:16]=1[N+:21]([O-:23])=[O:22].[CH3:24][O:25][C:26]1[C:27]([C:40]([O:42][CH3:43])=[O:41])=[C:28]([CH:37]=[CH:38][CH:39]=1)[O:29][C:30]1[CH:36]=[CH:35][CH:34]=[CH:33][C:31]=1[NH2:32].[NH2:44][C:45]1[S:46][CH:47]=[CH:48][N:49]=1. No catalyst specified. The product is [CH3:1][O:2][C:3]1[C:8]([C:9]([O:11][CH3:12])=[O:10])=[C:7]([CH:6]=[CH:5][CH:4]=1)[O:13][C:15]1[CH:20]=[CH:19][CH:18]=[CH:17][C:16]=1[N+:21]([O-:23])=[O:22].[CH3:24][O:25][C:26]1[C:27]([C:40]([O:42][CH3:43])=[O:41])=[C:28]([CH:37]=[CH:38][CH:39]=1)[O:29][C:30]1[CH:36]=[CH:35][CH:34]=[CH:33][C:31]=1[NH:32][C:7]([NH:44][C:45]1[S:46][CH:47]=[CH:48][N:49]=1)=[O:13]. The yield is 0.800. (2) The reactants are [CH3:1][O:2][C:3]1[C:4]([NH:25][C:26]2[N:31]=[C:30]([C:32]3[C:40]4[C:35](=[CH:36][CH:37]=[CH:38][CH:39]=4)[N:34]([CH3:41])[CH:33]=3)[CH:29]=[CH:28][N:27]=2)=[CH:5][C:6]([N+:22]([O-])=O)=[C:7]([N:9]([CH3:21])[CH2:10][CH2:11][N:12]([CH3:20])[C:13](=[O:19])[O:14][C:15]([CH3:18])([CH3:17])[CH3:16])[CH:8]=1.[NH4+].[Cl-].O. The catalyst is C(O)C.[Fe]. The product is [NH2:22][C:6]1[CH:5]=[C:4]([NH:25][C:26]2[N:31]=[C:30]([C:32]3[C:40]4[C:35](=[CH:36][CH:37]=[CH:38][CH:39]=4)[N:34]([CH3:41])[CH:33]=3)[CH:29]=[CH:28][N:27]=2)[C:3]([O:2][CH3:1])=[CH:8][C:7]=1[N:9]([CH3:21])[CH2:10][CH2:11][N:12]([CH3:20])[C:13](=[O:19])[O:14][C:15]([CH3:18])([CH3:16])[CH3:17]. The yield is 0.940. (3) The reactants are FC1C=CC2N(C(CC3N(C)C=CN=3)=C(C3C=CC(F)=CC=3)N=2)C=1.[Cl:25][C:26]1[CH:31]=[CH:30][C:29]([C:32]2[N:33]=[C:34]3[CH:39]=[CH:38][CH:37]=[CH:36][N:35]3[C:40]=2[CH:41]=O)=[CH:28][CH:27]=1.[CH3:43][N:44]1[CH:48]=[N:47][CH:46]=[N:45]1. No catalyst specified. The product is [Cl:25][C:26]1[CH:31]=[CH:30][C:29]([C:32]2[N:33]=[C:34]3[CH:39]=[CH:38][CH:37]=[CH:36][N:35]3[C:40]=2[CH2:41][C:48]2[N:44]([CH3:43])[N:45]=[CH:46][N:47]=2)=[CH:28][CH:27]=1. The yield is 0.890.